This data is from Peptide-MHC class I binding affinity with 185,985 pairs from IEDB/IMGT. The task is: Regression. Given a peptide amino acid sequence and an MHC pseudo amino acid sequence, predict their binding affinity value. This is MHC class I binding data. (1) The peptide sequence is YFHKRDMRL. The MHC is HLA-B27:05 with pseudo-sequence HLA-B27:05. The binding affinity (normalized) is 0.0847. (2) The peptide sequence is IIPDGYKL. The MHC is H-2-Db with pseudo-sequence H-2-Db. The binding affinity (normalized) is 0. (3) The peptide sequence is SQDNQWSYK. The MHC is HLA-A68:01 with pseudo-sequence HLA-A68:01. The binding affinity (normalized) is 0.418. (4) The peptide sequence is GWPDNYCEW. The MHC is HLA-B08:02 with pseudo-sequence HLA-B08:02. The binding affinity (normalized) is 0.0847. (5) The peptide sequence is RPMTYKAAV. The MHC is HLA-B42:02 with pseudo-sequence HLA-B42:02. The binding affinity (normalized) is 0.936. (6) The peptide sequence is DIVSDSKKI. The MHC is HLA-A68:02 with pseudo-sequence HLA-A68:02. The binding affinity (normalized) is 0.115. (7) The peptide sequence is IRPYTFKVHM. The MHC is Mamu-A01 with pseudo-sequence Mamu-A01. The binding affinity (normalized) is 0. (8) The binding affinity (normalized) is 0.882. The peptide sequence is FTSDYPFYV. The MHC is HLA-A02:06 with pseudo-sequence HLA-A02:06.